From a dataset of Full USPTO retrosynthesis dataset with 1.9M reactions from patents (1976-2016). Predict the reactants needed to synthesize the given product. (1) Given the product [C:1]1([C:20]2[CH:25]=[CH:24][CH:23]=[CH:22][CH:21]=2)[CH:6]=[CH:5][CH:4]=[CH:3][C:2]=1[CH2:7][N:8]1[C:16]2[CH:15]=[CH:14][N:13]=[C:12]([OH:17])[C:11]=2[CH:10]=[C:9]1[CH3:19], predict the reactants needed to synthesize it. The reactants are: [C:1]1([C:20]2[CH:25]=[CH:24][CH:23]=[CH:22][CH:21]=2)[CH:6]=[CH:5][CH:4]=[CH:3][C:2]=1[CH2:7][N:8]1[C:16]2[CH:15]=[CH:14][N:13]=[C:12]([O:17]C)[C:11]=2[CH:10]=[C:9]1[CH3:19]. (2) The reactants are: Cl.[NH2:2][C:3]1[C:4]([CH3:28])=[C:5]2[C:10]([NH:11][C:12]3[CH:17]=[CH:16][C:15]([O:18][C:19]4[CH:24]=[CH:23][CH:22]=[CH:21][CH:20]=4)=[CH:14][CH:13]=3)=[C:9]([C:25]#[N:26])[CH:8]=[N:7][N:6]2[CH:27]=1.[CH:29](=O)[C:30]1[CH:35]=[CH:34][CH:33]=[CH:32][CH:31]=1.C(O)(=O)C.[BH-](OC(C)=O)(OC(C)=O)OC(C)=O.[Na+]. Given the product [CH2:29]([NH:2][C:3]1[C:4]([CH3:28])=[C:5]2[C:10]([NH:11][C:12]3[CH:13]=[CH:14][C:15]([O:18][C:19]4[CH:24]=[CH:23][CH:22]=[CH:21][CH:20]=4)=[CH:16][CH:17]=3)=[C:9]([C:25]#[N:26])[CH:8]=[N:7][N:6]2[CH:27]=1)[C:30]1[CH:35]=[CH:34][CH:33]=[CH:32][CH:31]=1, predict the reactants needed to synthesize it. (3) Given the product [CH3:1][C:2]1[C:7]([N+:8]([O-:10])=[O:9])=[CH:6][C:5]([CH3:11])=[CH:4][C:3]=1[NH2:12], predict the reactants needed to synthesize it. The reactants are: [CH3:1][C:2]1[C:7]([N+:8]([O-:10])=[O:9])=[CH:6][C:5]([CH3:11])=[CH:4][C:3]=1[N+:12]([O-])=O.